Dataset: Catalyst prediction with 721,799 reactions and 888 catalyst types from USPTO. Task: Predict which catalyst facilitates the given reaction. The catalyst class is: 4. Product: [NH2:24][CH:21]1[CH2:22][CH2:23][CH:18]([O:17][C:8]2[N:9]=[CH:10][N:11]=[C:12]3[C:7]=2[C:6]2[C@@H:5]([CH2:4][C:1]([NH2:2])=[O:3])[CH2:16][CH2:15][C:14]=2[S:13]3)[CH2:19][CH2:20]1. Reactant: [C:1]([CH2:4][C@H:5]1[CH2:16][CH2:15][C:14]2[S:13][C:12]3[C:7](=[C:8]([O:17][CH:18]4[CH2:23][CH2:22][CH:21]([NH:24]C(=O)OC(C)(C)C)[CH2:20][CH2:19]4)[N:9]=[CH:10][N:11]=3)[C:6]1=2)(=[O:3])[NH2:2].Cl.C(=O)(O)[O-].[Na+].